This data is from Peptide-MHC class II binding affinity with 134,281 pairs from IEDB. The task is: Regression. Given a peptide amino acid sequence and an MHC pseudo amino acid sequence, predict their binding affinity value. This is MHC class II binding data. (1) The peptide sequence is YIASRSQIKGRAWDN. The MHC is DRB1_0101 with pseudo-sequence DRB1_0101. The binding affinity (normalized) is 0.647. (2) The peptide sequence is TEAPAAPAEGEKPAE. The MHC is HLA-DPA10201-DPB10501 with pseudo-sequence HLA-DPA10201-DPB10501. The binding affinity (normalized) is 0. (3) The peptide sequence is RDLEVVAATPTSLLI. The MHC is HLA-DPA10201-DPB10101 with pseudo-sequence HLA-DPA10201-DPB10101. The binding affinity (normalized) is 0.420. (4) The peptide sequence is ARRRRASEAPPTSHR. The MHC is HLA-DQA10301-DQB10302 with pseudo-sequence HLA-DQA10301-DQB10302. The binding affinity (normalized) is 0.